Dataset: Full USPTO retrosynthesis dataset with 1.9M reactions from patents (1976-2016). Task: Predict the reactants needed to synthesize the given product. (1) Given the product [Cl:1][C:2]1[CH:7]=[C:6]([NH:17][CH:12]2[CH2:16][CH2:15][CH2:14][CH2:13]2)[C:5]([N+:9]([O-:11])=[O:10])=[CH:4][N:3]=1, predict the reactants needed to synthesize it. The reactants are: [Cl:1][C:2]1[CH:7]=[C:6](Cl)[C:5]([N+:9]([O-:11])=[O:10])=[CH:4][N:3]=1.[CH:12]1([NH2:17])[CH2:16][CH2:15][CH2:14][CH2:13]1. (2) Given the product [CH3:28][C:26]1([CH3:29])[C:25]([CH3:30])([CH3:31])[O:24][B:23]([C:20]2[CH:19]=[CH:18][C:17]([CH2:16][CH2:15][NH:14][S:32]([CH3:35])(=[O:34])=[O:33])=[CH:22][CH:21]=2)[O:27]1, predict the reactants needed to synthesize it. The reactants are: FC(F)(F)C(O)=O.C(OC(=O)[N:14]([S:32]([CH3:35])(=[O:34])=[O:33])[CH2:15][CH2:16][C:17]1[CH:22]=[CH:21][C:20]([B:23]2[O:27][C:26]([CH3:29])([CH3:28])[C:25]([CH3:31])([CH3:30])[O:24]2)=[CH:19][CH:18]=1)(C)(C)C.[OH-].[Na+]. (3) The reactants are: [CH:1]([NH:4][CH2:5][C@@H:6]1[C@H:10]2[O:11][C:12]([CH3:15])([CH3:14])[O:13][C@H:9]2[C@H:8]([N:16]2[CH:24]=[N:23][C:22]3[C:17]2=[N:18][CH:19]=[N:20][C:21]=3[NH2:25])[O:7]1)([CH3:3])[CH3:2].O=[CH:27][CH2:28][CH2:29][CH2:30][NH:31][C:32](=[O:41])[O:33][CH2:34][C:35]1[CH:40]=[CH:39][CH:38]=[CH:37][CH:36]=1.[BH-](OC(C)=O)(OC(C)=O)OC(C)=O.[Na+].C([O-])(O)=O.[Na+]. Given the product [NH2:25][C:21]1[N:20]=[CH:19][N:18]=[C:17]2[C:22]=1[N:23]=[CH:24][N:16]2[C@H:8]1[C@@H:9]2[O:13][C:12]([CH3:15])([CH3:14])[O:11][C@@H:10]2[C@@H:6]([CH2:5][N:4]([CH:1]([CH3:3])[CH3:2])[CH2:27][CH2:28][CH2:29][CH2:30][NH:31][C:32](=[O:41])[O:33][CH2:34][C:35]2[CH:40]=[CH:39][CH:38]=[CH:37][CH:36]=2)[O:7]1, predict the reactants needed to synthesize it.